From a dataset of Buchwald-Hartwig C-N cross coupling reaction yields with 55,370 reactions. Predict the reaction yield, written as a fraction of the theoretical maximum amount of product (1.0 means a 100% yield; for example, 0.34 means a 34% yield). (1) The reactants are CCc1ccc(Br)cc1.Cc1ccc(N)cc1.O=S(=O)(O[Pd]1c2ccccc2-c2ccccc2N~1)C(F)(F)F.CC(C)c1cc(C(C)C)c(-c2ccccc2P(C(C)(C)C)C(C)(C)C)c(C(C)C)c1.CCN=P(N=P(N(C)C)(N(C)C)N(C)C)(N(C)C)N(C)C.CCOC(=O)c1cnoc1. No catalyst specified. The product is CCc1ccc(Nc2ccc(C)cc2)cc1. The yield is 0.0543. (2) The product is CCc1ccc(Nc2ccc(C)cc2)cc1. No catalyst specified. The yield is 0.215. The reactants are CCc1ccc(I)cc1.Cc1ccc(N)cc1.O=S(=O)(O[Pd]1c2ccccc2-c2ccccc2N~1)C(F)(F)F.CC(C)c1cc(C(C)C)c(-c2ccccc2P(C2CCCCC2)C2CCCCC2)c(C(C)C)c1.CN1CCCN2CCCN=C12.CCOC(=O)c1cnoc1. (3) The reactants are Ic1ccccn1.Cc1ccc(N)cc1.O=S(=O)(O[Pd]1c2ccccc2-c2ccccc2N~1)C(F)(F)F.COc1ccc(OC)c(P([C@]23C[C@H]4C[C@H](C[C@H](C4)C2)C3)[C@]23C[C@H]4C[C@H](C[C@H](C4)C2)C3)c1-c1c(C(C)C)cc(C(C)C)cc1C(C)C.CN(C)C(=NC(C)(C)C)N(C)C.CCOC(=O)c1cnoc1C. No catalyst specified. The product is Cc1ccc(Nc2ccccn2)cc1. The yield is 0.144. (4) The reactants are Clc1cccnc1.Cc1ccc(N)cc1.O=S(=O)(O[Pd]1c2ccccc2-c2ccccc2N~1)C(F)(F)F.CC(C)c1cc(C(C)C)c(-c2ccccc2P(C(C)(C)C)C(C)(C)C)c(C(C)C)c1.CCN=P(N=P(N(C)C)(N(C)C)N(C)C)(N(C)C)N(C)C.c1ccc2nocc2c1. No catalyst specified. The product is Cc1ccc(Nc2cccnc2)cc1. The yield is 0.121. (5) The reactants are CCc1ccc(Cl)cc1.Cc1ccc(N)cc1.O=S(=O)(O[Pd]1c2ccccc2-c2ccccc2N~1)C(F)(F)F.COc1ccc(OC)c(P(C(C)(C)C)C(C)(C)C)c1-c1c(C(C)C)cc(C(C)C)cc1C(C)C.CN(C)C(=NC(C)(C)C)N(C)C.COC(=O)c1ccno1. No catalyst specified. The product is CCc1ccc(Nc2ccc(C)cc2)cc1. The yield is 0.0410. (6) The reactants are COc1ccc(I)cc1.Cc1ccc(N)cc1.O=S(=O)(O[Pd]1c2ccccc2-c2ccccc2N~1)C(F)(F)F.CC(C)c1cc(C(C)C)c(-c2ccccc2P(C(C)(C)C)C(C)(C)C)c(C(C)C)c1.CCN=P(N=P(N(C)C)(N(C)C)N(C)C)(N(C)C)N(C)C.c1ccc(CN(Cc2ccccc2)c2ccon2)cc1. No catalyst specified. The product is COc1ccc(Nc2ccc(C)cc2)cc1. The yield is 0.635.